This data is from Full USPTO retrosynthesis dataset with 1.9M reactions from patents (1976-2016). The task is: Predict the reactants needed to synthesize the given product. (1) The reactants are: [CH3:1][C:2]([O-])(C)C.[K+].[CH2:7]([CH:10]1[CH2:14][CH2:13][CH:12]([CH:15]2[CH2:20][CH2:19][C:18](=O)[CH2:17][CH2:16]2)[CH2:11]1)[CH2:8][CH3:9].[CH2:7]([CH:10]1[CH2:14][CH2:13][CH:12]([CH:15]2[CH2:20][CH2:19][CH:18](C=O)[CH2:17][CH2:16]2)[CH2:11]1)[CH2:8][CH3:9]. Given the product [CH2:7]([CH:10]1[CH2:14][CH2:13][CH:12]([CH:15]2[CH2:20][CH2:19][CH:18]([CH:1]=[CH2:2])[CH2:17][CH2:16]2)[CH2:11]1)[CH2:8][CH3:9], predict the reactants needed to synthesize it. (2) Given the product [C:26]1([CH3:29])[CH:25]=[CH:24][C:23]([O:22][CH:19]2[CH2:20][CH2:21][N:16]([C:14](=[O:15])[CH2:13][NH:1][C:2]3[CH:11]=[CH:10][C:5]4[NH:6][C:7](=[O:9])[S:8][C:4]=4[CH:3]=3)[CH2:17][CH2:18]2)=[CH:28][CH:27]=1, predict the reactants needed to synthesize it. The reactants are: [NH2:1][C:2]1[CH:11]=[CH:10][C:5]2[NH:6][C:7](=[O:9])[S:8][C:4]=2[CH:3]=1.Cl[CH2:13][C:14]([N:16]1[CH2:21][CH2:20][CH:19]([O:22][C:23]2[CH:28]=[CH:27][C:26]([CH3:29])=[CH:25][CH:24]=2)[CH2:18][CH2:17]1)=[O:15]. (3) Given the product [F:22][C:23]([F:34])([F:35])[O:24][C:25]1[CH:30]=[CH:29][C:28]([C:2]2[CH:3]=[CH:4][C:5]([N:8]3[CH2:13][CH2:12][N:11]([C:14]([O:16][CH2:17][C:18]([NH:20][CH3:21])=[O:19])=[O:15])[CH2:10][CH2:9]3)=[N:6][CH:7]=2)=[CH:27][CH:26]=1, predict the reactants needed to synthesize it. The reactants are: I[C:2]1[CH:3]=[CH:4][C:5]([N:8]2[CH2:13][CH2:12][N:11]([C:14]([O:16][CH2:17][C:18]([NH:20][CH3:21])=[O:19])=[O:15])[CH2:10][CH2:9]2)=[N:6][CH:7]=1.[F:22][C:23]([F:35])([F:34])[O:24][C:25]1[CH:30]=[CH:29][C:28](B(O)O)=[CH:27][CH:26]=1.C(=O)([O-])[O-].[Na+].[Na+]. (4) Given the product [CH3:11][O:10][C:8]1[CH:7]=[CH:6][C:5]([NH:12][C:13]2[N:17]([C:18]3[CH:23]=[CH:22][CH:21]=[CH:20][C:19]=3[CH3:24])[N:16]=[C:15]([CH3:25])[C:14]=2[C:26]2[CH:35]=[CH:34][C:33]3[C:28](=[CH:29][CH:30]=[CH:31][CH:32]=3)[CH:27]=2)=[C:4]([CH:9]=1)[C:3]([OH:36])=[O:2], predict the reactants needed to synthesize it. The reactants are: C[O:2][C:3](=[O:36])[C:4]1[CH:9]=[C:8]([O:10][CH3:11])[CH:7]=[CH:6][C:5]=1[NH:12][C:13]1[N:17]([C:18]2[CH:23]=[CH:22][CH:21]=[CH:20][C:19]=2[CH3:24])[N:16]=[C:15]([CH3:25])[C:14]=1[C:26]1[CH:35]=[CH:34][C:33]2[C:28](=[CH:29][CH:30]=[CH:31][CH:32]=2)[CH:27]=1.[OH-].[Na+].Cl. (5) Given the product [CH3:13][N:12]([CH3:14])[C:10]1[N:9]=[C:8]([C:15]#[N:16])[CH:7]=[C:6]([CH2:5][OH:4])[CH:11]=1, predict the reactants needed to synthesize it. The reactants are: C([O:4][CH2:5][C:6]1[CH:11]=[C:10]([N:12]([CH3:14])[CH3:13])[N:9]=[C:8]([C:15]#[N:16])[CH:7]=1)(=O)C.C([O-])([O-])=O.[K+].[K+].